This data is from Full USPTO retrosynthesis dataset with 1.9M reactions from patents (1976-2016). The task is: Predict the reactants needed to synthesize the given product. (1) Given the product [CH2:7]=[CH:6][C:5]1[CH:10]=[CH:1][CH:2]=[CH:3][CH:4]=1.[CH2:10]=[CH:1][CH:2]=[CH2:3].[N:54]1([CH2:6][CH2:7][CH:8]=[CH:9][C:10]2[CH:1]=[CH:2][CH:3]=[CH:4][CH:5]=2)[CH2:55][CH2:56][CH2:52][CH2:53]1, predict the reactants needed to synthesize it. The reactants are: [C:1]1(S([O-])(=O)=O)[C:10]2[C:5](=[CH:6][CH:7]=[CH:8][CH:9]=2)[CH:4]=[CH:3][CH:2]=1.[Na+].C=O.[Cl-].[K+].CC(C1CC[C@H]2C(=CC[C@H]3[C@@](C(O)=O)(C)CCC[C@@]32C)C=1)C.P([O-])([O-])([O-])=O.[K+].[K+].[K+].[OH-].[K+].[CH2:52]([N:54]([CH2:55][C:56](O)=O)[CH2:53][C:52](O)=O)[CH2:53][N:54](CC(O)=O)[CH2:55][C:56](O)=O.S([O-])[O-].C=O.[Na+].[Na+].C=CC1C=CC=CC=1.N1(CCC=CC2C=CC=CC=2)CCCC1.C(NO)(C)C. (2) Given the product [C:9]1([C@H:8]2[CH2:7][CH2:6][CH2:5][C@H:4]2[NH2:1])[CH:14]=[CH:13][CH:12]=[CH:11][CH:10]=1, predict the reactants needed to synthesize it. The reactants are: [N+:1]([CH:4]1[C:8]([C:9]2[CH:14]=[CH:13][CH:12]=[CH:11][CH:10]=2)=[CH:7][CH2:6][CH2:5]1)([O-])=O. (3) Given the product [Br:1][C:2]1[C:3]([C:8]([N:13]([O:14][CH3:15])[CH3:12])=[O:10])=[N:4][CH:5]=[N:6][CH:7]=1, predict the reactants needed to synthesize it. The reactants are: [Br:1][C:2]1[C:3]([C:8]([OH:10])=O)=[N:4][CH:5]=[N:6][CH:7]=1.Cl.[CH3:12][NH:13][O:14][CH3:15].C(N(CC)C(C)C)(C)C.CN(C(ON1N=NC2C=CC=NC1=2)=[N+](C)C)C.F[P-](F)(F)(F)(F)F. (4) Given the product [CH2:47]([N:54]1[CH2:24][C@H:18]2[C@H:17]([C:26]3[CH:31]=[CH:30][C:29]([F:32])=[CH:28][CH:27]=3)[C@@H:16]([O:15][C@@H:13]([C:5]3[CH:4]=[C:3]([C:2]([F:1])([F:34])[F:33])[CH:8]=[C:7]([C:9]([F:10])([F:12])[F:11])[CH:6]=3)[CH3:14])[O:21][CH2:20][C@@H:19]2[CH2:22]1)[C:48]1[CH:53]=[CH:52][CH:51]=[CH:50][CH:49]=1, predict the reactants needed to synthesize it. The reactants are: [F:1][C:2]([F:34])([F:33])[C:3]1[CH:4]=[C:5]([C@H:13]([O:15][C@H:16]2[O:21][CH2:20][C@H:19]([CH2:22]O)[C@@H:18]([CH2:24]O)[C@@H:17]2[C:26]2[CH:31]=[CH:30][C:29]([F:32])=[CH:28][CH:27]=2)[CH3:14])[CH:6]=[C:7]([C:9]([F:12])([F:11])[F:10])[CH:8]=1.C(N(CC)CC)C.CS(Cl)(=O)=O.[CH2:47]([NH2:54])[C:48]1[CH:53]=[CH:52][CH:51]=[CH:50][CH:49]=1.